Binary Classification. Given a drug SMILES string, predict its activity (active/inactive) in a high-throughput screening assay against a specified biological target. From a dataset of M1 muscarinic receptor agonist screen with 61,833 compounds. The molecule is O1C(=N/C(=C/NCc2ccncc2)C1=O)c1ccccc1. The result is 0 (inactive).